From a dataset of Catalyst prediction with 721,799 reactions and 888 catalyst types from USPTO. Predict which catalyst facilitates the given reaction. (1) Reactant: [CH3:1][S:2]([C:5]1[CH:6]=[CH:7][C:8]([O:11][C:12]2[CH:13]=[C:14]3[C:18](=[C:19]([O:21][CH:22]4[CH2:27][CH2:26][O:25][CH2:24][CH2:23]4)[CH:20]=2)[NH:17][C:16]([C:28]2[S:29][CH:30]([CH2:33][C:34]([OH:36])=O)[CH2:31][N:32]=2)=[CH:15]3)=[N:9][CH:10]=1)(=[O:4])=[O:3].[N:37]1(O)[C:41]2C=CC=CC=2N=N1.Cl.CN(C)CCCN=C=NCC.Cl.CN.C(=O)([O-])O.[Na+]. Product: [CH3:41][NH:37][C:34](=[O:36])[CH2:33][CH:30]1[S:29][C:28]([C:16]2[NH:17][C:18]3[C:14]([CH:15]=2)=[CH:13][C:12]([O:11][C:8]2[CH:7]=[CH:6][C:5]([S:2]([CH3:1])(=[O:4])=[O:3])=[CH:10][N:9]=2)=[CH:20][C:19]=3[O:21][CH:22]2[CH2:23][CH2:24][O:25][CH2:26][CH2:27]2)=[N:32][CH2:31]1. The catalyst class is: 289. (2) Reactant: C([Li])CCC.C([Mg]Br)(C)C.Br[C:12]1[CH:13]=[C:14]([CH3:20])[C:15]([F:19])=[C:16]([CH3:18])[CH:17]=1.[Br:21][C:22]1[CH:23]=[C:24]([C:28]([C:36]2[C:37]([C:42]#[N:43])=[N:38][CH:39]=[CH:40][CH:41]=2)=[N:29]S(C(C)(C)C)=O)[CH:25]=[CH:26][CH:27]=1.Cl. Product: [Br:21][C:22]1[CH:23]=[C:24]([C:28]2([C:12]3[CH:13]=[C:14]([CH3:20])[C:15]([F:19])=[C:16]([CH3:18])[CH:17]=3)[C:36]3[C:37](=[N:38][CH:39]=[CH:40][CH:41]=3)[C:42]([NH2:43])=[N:29]2)[CH:25]=[CH:26][CH:27]=1. The catalyst class is: 1.